From a dataset of Catalyst prediction with 721,799 reactions and 888 catalyst types from USPTO. Predict which catalyst facilitates the given reaction. (1) Reactant: C([N:4]1[C:12]2[C:7](=[CH:8][C:9]([N+:13]([O-:15])=[O:14])=[CH:10][CH:11]=2)[C:6](=[C:16](OCC)[C:17]2[CH:22]=[CH:21][CH:20]=[CH:19][CH:18]=2)[C:5]1=[O:26])(=O)C.[CH3:27][N:28]([CH2:30][C:31]1[CH:32]=[C:33]([CH:35]=[CH:36][CH:37]=1)[NH2:34])[CH3:29].[OH-].[Na+]. Product: [CH3:29][N:28]([CH2:30][C:31]1[CH:32]=[C:33]([NH:34]/[C:16](=[C:6]2\[C:5](=[O:26])[NH:4][C:12]3[C:7]\2=[CH:8][C:9]([N+:13]([O-:15])=[O:14])=[CH:10][CH:11]=3)/[C:17]2[CH:18]=[CH:19][CH:20]=[CH:21][CH:22]=2)[CH:35]=[CH:36][CH:37]=1)[CH3:27]. The catalyst class is: 121. (2) Reactant: CS([C:5]1[N:10]=[C:9]([C:11]2[CH:12]=[N:13][N:14]([CH3:16])[CH:15]=2)[CH:8]=[CH:7][N:6]=1)(=O)=O.CS(C1N=C(C2C=NN(C)C=2)C=CN=1)=O.[NH2:32][C:33]1[C:34]([F:41])=[CH:35][C:36]([CH3:40])=[C:37]([OH:39])[CH:38]=1.C([O-])([O-])=O.[K+].[K+]. Product: [F:41][C:34]1[CH:35]=[C:36]([CH3:40])[C:37]([O:39][C:5]2[N:10]=[C:9]([C:11]3[CH:12]=[N:13][N:14]([CH3:16])[CH:15]=3)[CH:8]=[CH:7][N:6]=2)=[CH:38][C:33]=1[NH2:32]. The catalyst class is: 3. (3) Reactant: [NH:1]1[CH2:7][CH2:6][CH2:5][C@@H:2]1[CH2:3][OH:4].Cl[C:9]1[N:14]2[N:15]=[CH:16][N:17]=[C:13]2[N:12]=[CH:11][CH:10]=1.C(N(C(C)C)C(C)C)C. Product: [N:15]1[N:14]2[C:9]([N:1]3[CH2:7][CH2:6][CH2:5][C@@H:2]3[CH2:3][OH:4])=[CH:10][CH:11]=[N:12][C:13]2=[N:17][CH:16]=1. The catalyst class is: 51.